Dataset: Peptide-MHC class II binding affinity with 134,281 pairs from IEDB. Task: Regression. Given a peptide amino acid sequence and an MHC pseudo amino acid sequence, predict their binding affinity value. This is MHC class II binding data. (1) The peptide sequence is IIEECEHLEDGIYGI. The MHC is DRB1_0701 with pseudo-sequence DRB1_0701. The binding affinity (normalized) is 0.172. (2) The peptide sequence is NVQSLGWNIITFKDK. The MHC is DRB3_0301 with pseudo-sequence DRB3_0301. The binding affinity (normalized) is 0.646. (3) The peptide sequence is ESKHGLTNTASHTRLSCD. The MHC is DRB1_0101 with pseudo-sequence DRB1_0101. The binding affinity (normalized) is 0. (4) The peptide sequence is WKTWGKNLVFSPGRK. The MHC is DRB1_0801 with pseudo-sequence DRB1_0801. The binding affinity (normalized) is 0.233. (5) The peptide sequence is KNWMTETLLVQNANPDCKTI. The MHC is H-2-IAd with pseudo-sequence H-2-IAd. The binding affinity (normalized) is 0.673. (6) The peptide sequence is FTVQKGSDPKKLVLN. The MHC is HLA-DPA10201-DPB11401 with pseudo-sequence HLA-DPA10201-DPB11401. The binding affinity (normalized) is 0.0291. (7) The peptide sequence is LGLLYTVKYPNLNDL. The MHC is DRB1_0101 with pseudo-sequence DRB1_0101. The binding affinity (normalized) is 0.149. (8) The peptide sequence is VSSKRNLADAVSKAP. The MHC is DRB1_1101 with pseudo-sequence DRB1_1101. The binding affinity (normalized) is 0.410. (9) The peptide sequence is IEDVQTDIPSEPWNT. The MHC is DRB5_0101 with pseudo-sequence DRB5_0101. The binding affinity (normalized) is 0.473.